Dataset: Catalyst prediction with 721,799 reactions and 888 catalyst types from USPTO. Task: Predict which catalyst facilitates the given reaction. Product: [Br:1][C:10]1[C:11]([CH3:13])=[CH:12][C:4]([F:3])=[C:5]([CH:9]=1)[C:6]([OH:8])=[O:7]. The catalyst class is: 292. Reactant: [Br:1]Br.[F:3][C:4]1[CH:12]=[C:11]([CH3:13])[CH:10]=[CH:9][C:5]=1[C:6]([OH:8])=[O:7].